This data is from Forward reaction prediction with 1.9M reactions from USPTO patents (1976-2016). The task is: Predict the product of the given reaction. (1) Given the reactants C1C=CC2N(O)N=NC=2C=1.CN(C(ON1N=NC2C=CC=CC1=2)=[N+](C)C)C.[B-](F)(F)(F)F.[C:33]([N:40]1[CH2:45][CH2:44][CH:43]([CH2:46][C:47]([OH:49])=O)[CH2:42][CH2:41]1)([O:35][C:36]([CH3:39])([CH3:38])[CH3:37])=[O:34].[CH3:50][S:51]([C:54]1[CH:60]=[CH:59][C:57]([NH2:58])=[CH:56][CH:55]=1)(=[O:53])=[O:52], predict the reaction product. The product is: [C:36]([O:35][C:33]([N:40]1[CH2:41][CH2:42][CH:43]([CH2:46][C:47](=[O:49])[NH:58][C:57]2[CH:56]=[CH:55][C:54]([S:51]([CH3:50])(=[O:53])=[O:52])=[CH:60][CH:59]=2)[CH2:44][CH2:45]1)=[O:34])([CH3:37])([CH3:38])[CH3:39]. (2) Given the reactants Br[CH2:2][CH2:3][O:4][C:5]1[CH:10]=[CH:9][C:8]([CH2:11][CH:12]([O:18][CH2:19][CH3:20])[C:13]([O:15][CH2:16][CH3:17])=[O:14])=[CH:7][CH:6]=1.C([O-])([O-])=O.[K+].[K+].[F:27][C:28]([F:39])([F:38])[C:29]1[NH:30][C:31]2[CH:37]=[CH:36][CH:35]=[CH:34][C:32]=2[N:33]=1.O, predict the reaction product. The product is: [CH2:19]([O:18][CH:12]([CH2:11][C:8]1[CH:9]=[CH:10][C:5]([O:4][CH2:3][CH2:2][N:30]2[C:31]3[CH:37]=[CH:36][CH:35]=[CH:34][C:32]=3[N:33]=[C:29]2[C:28]([F:27])([F:39])[F:38])=[CH:6][CH:7]=1)[C:13]([O:15][CH2:16][CH3:17])=[O:14])[CH3:20]. (3) Given the reactants [CH2:1]1[C@@H:5]2[CH2:6][O:7][C:8]3[CH:15]=[CH:14][C:13]([C:16](Cl)=[O:17])=[CH:12][C:9]=3[C:10](=[O:11])[N:4]2[CH2:3][CH2:2]1.[CH3:19][NH2:20], predict the reaction product. The product is: [CH3:19][NH:20][C:16]([C:13]1[CH:14]=[CH:15][C:8]2[O:7][CH2:6][C@H:5]3[CH2:1][CH2:2][CH2:3][N:4]3[C:10](=[O:11])[C:9]=2[CH:12]=1)=[O:17]. (4) Given the reactants [S:1]1[C:5]2=[N:6][CH:7]=[CH:8][CH:9]=[C:4]2[CH:3]=[C:2]1[CH:10]=[N:11][S:12]([C:15]1[CH:25]=[CH:24][C:18]2[O:19][CH2:20][CH2:21][CH2:22][O:23][C:17]=2[CH:16]=1)(=[O:14])=[O:13].O1CCCC1.Br[Mg][C:33]1[CH:38]=[CH:37][CH:36]=[CH:35][C:34]=1[O:39][CH3:40].C(OCC)C, predict the reaction product. The product is: [CH3:40][O:39][C:34]1[CH:35]=[CH:36][CH:37]=[CH:38][C:33]=1[CH:10]([C:2]1[S:1][C:5]2=[N:6][CH:7]=[CH:8][CH:9]=[C:4]2[CH:3]=1)[NH:11][S:12]([C:15]1[CH:25]=[CH:24][C:18]2[O:19][CH2:20][CH2:21][CH2:22][O:23][C:17]=2[CH:16]=1)(=[O:14])=[O:13].